From a dataset of Forward reaction prediction with 1.9M reactions from USPTO patents (1976-2016). Predict the product of the given reaction. (1) The product is: [CH2:1]([N:8]1[C:16]2[CH:15]=[CH:14][CH:13]=[C:12]([NH2:17])[C:11]=2[C:10]([CH:20]2[CH2:21][CH2:22]2)=[N:9]1)[C:2]1[CH:3]=[CH:4][CH:5]=[CH:6][CH:7]=1. Given the reactants [CH2:1]([N:8]1[C:16]2[C:11](=[C:12]([N+:17]([O-])=O)[CH:13]=[CH:14][CH:15]=2)[C:10]([CH:20]2[CH2:22][CH2:21]2)=[N:9]1)[C:2]1[CH:7]=[CH:6][CH:5]=[CH:4][CH:3]=1.[Cl-].[NH4+].C(O)C, predict the reaction product. (2) Given the reactants CS(O[CH2:6][CH:7]([CH3:28])[CH:8]([C:21]1[CH:26]=[CH:25][C:24]([Cl:27])=[CH:23][CH:22]=1)[C:9]1[C:17]2[C:12](=[C:13]([CH2:18][S:19][CH3:20])[CH:14]=[CH:15][CH:16]=2)[NH:11][CH:10]=1)(=O)=O.Br[C:30]1SC(C(C2C3C(=C(CSC)C=CC=3)NC=2)CCC#N)=C[N:34]=1, predict the reaction product. The product is: [Cl:27][C:24]1[CH:25]=[CH:26][C:21]([CH:8]([C:9]2[C:17]3[C:12](=[C:13]([CH2:18][S:19][CH3:20])[CH:14]=[CH:15][CH:16]=3)[NH:11][CH:10]=2)[CH:7]([CH3:28])[CH2:6][C:30]#[N:34])=[CH:22][CH:23]=1. (3) Given the reactants Cl.CO[C:4](=[NH:14])[C:5]1[CH:10]=[CH:9][C:8]([N+:11]([O-:13])=[O:12])=[CH:7][CH:6]=1.[C:15]([O:19][C:20]([NH:22][NH2:23])=[O:21])([CH3:18])([CH3:17])[CH3:16].C(N(CC)CC)C, predict the reaction product. The product is: [C:15]([O:19][C:20]([NH:22][NH:23][C:4](=[NH:14])[C:5]1[CH:6]=[CH:7][C:8]([N+:11]([O-:13])=[O:12])=[CH:9][CH:10]=1)=[O:21])([CH3:18])([CH3:17])[CH3:16]. (4) Given the reactants [CH3:1][O:2][C:3](=[O:39])[CH:4]([N:16]1[CH2:21][CH2:20][N:19](S(C2C=CC=CC=2[N+]([O-])=O)(=O)=O)[CH:18]([CH2:34][CH:35]2[CH2:37][CH2:36]2)[C:17]1=[O:38])[CH2:5][C:6]1[CH:15]=[CH:14][C:13]2[C:8](=[CH:9][CH:10]=[CH:11][CH:12]=2)[CH:7]=1.SC1C=CC(O)=CC=1.C(=O)([O-])[O-].[K+].[K+], predict the reaction product. The product is: [CH3:1][O:2][C:3](=[O:39])[CH:4]([N:16]1[CH2:21][CH2:20][NH:19][CH:18]([CH2:34][CH:35]2[CH2:37][CH2:36]2)[C:17]1=[O:38])[CH2:5][C:6]1[CH:15]=[CH:14][C:13]2[C:8](=[CH:9][CH:10]=[CH:11][CH:12]=2)[CH:7]=1. (5) Given the reactants [CH2:1]([O:3][C:4](=[O:14])[C:5]([CH:12]=O)([CH3:11])[CH2:6][CH2:7][CH:8]([CH3:10])[CH3:9])[CH3:2].[F:15][C:16]1[CH:23]=[CH:22][C:19]([CH2:20][NH2:21])=[CH:18][CH:17]=1.C(O)(=O)C.C([BH3-])#N.[Na+], predict the reaction product. The product is: [CH2:1]([O:3][C:4](=[O:14])[C:5]([CH2:12][NH:21][CH2:20][C:19]1[CH:22]=[CH:23][C:16]([F:15])=[CH:17][CH:18]=1)([CH3:11])[CH2:6][CH2:7][CH:8]([CH3:10])[CH3:9])[CH3:2]. (6) Given the reactants [Br:1][C:2]1[CH:10]=[C:9]([CH2:11][CH3:12])[C:5]([C:6]([OH:8])=O)=[C:4]([CH2:13][CH3:14])[CH:3]=1.C(N(C(C)C)CC)(C)C.F[P-](F)(F)(F)(F)F.N1(OC(N(C)C)=[N+](C)C)C2N=CC=CC=2N=N1.[Cl:48][C:49]1[CH:56]=[CH:55][C:52]([CH2:53][NH2:54])=[CH:51][CH:50]=1, predict the reaction product. The product is: [Br:1][C:2]1[CH:3]=[C:4]([CH2:13][CH3:14])[C:5]([C:6]([NH:54][CH2:53][C:52]2[CH:55]=[CH:56][C:49]([Cl:48])=[CH:50][CH:51]=2)=[O:8])=[C:9]([CH2:11][CH3:12])[CH:10]=1. (7) Given the reactants CC1C(Cl)=CC(S([O-])(=O)=O)=C(N[N:14]=[C:15]2[C:25]3[C:20](=[CH:21][CH:22]=[CH:23][CH:24]=3)[CH:19]=CC2=O)C=1.CC1C(Cl)=CC(S([O-])(=O)=O)=C(N[N:14]=[C:15]2[C:25]3[C:20](=[CH:21][CH:22]=[CH:23][CH:24]=3)[CH:19]=CC2=O)C=1.[Ba+2].C1C=C2C(NC(=C3C(=O)NC(=O)NC3=O)C2=CC=1)=C1C(=O)NC(=O)NC1=O, predict the reaction product. The product is: [CH2:19]1[C:20]2[C:25](=[CH:24][CH:23]=[CH:22][CH:21]=2)[CH2:15][NH:14]1.